This data is from TCR-epitope binding with 47,182 pairs between 192 epitopes and 23,139 TCRs. The task is: Binary Classification. Given a T-cell receptor sequence (or CDR3 region) and an epitope sequence, predict whether binding occurs between them. (1) The epitope is YLQPRTFLL. The TCR CDR3 sequence is CSARTDHNTGELFF. Result: 1 (the TCR binds to the epitope). (2) The epitope is FLLNKEMYL. The TCR CDR3 sequence is CASSQERGLPNEKLFF. Result: 0 (the TCR does not bind to the epitope).